Dataset: Full USPTO retrosynthesis dataset with 1.9M reactions from patents (1976-2016). Task: Predict the reactants needed to synthesize the given product. (1) Given the product [CH3:15][N:16]([CH3:17])[C:6](=[O:7])[C:5]1[CH:9]=[CH:10][CH:11]=[C:3]([C:2]([F:13])([F:12])[F:1])[CH:4]=1, predict the reactants needed to synthesize it. The reactants are: [F:1][C:2]([F:13])([F:12])[C:3]1[CH:4]=[C:5]([CH:9]=[CH:10][CH:11]=1)[C:6](Cl)=[O:7].Cl.[CH3:15][NH:16][CH3:17]. (2) The reactants are: [C:1]([CH2:3][O:4][NH:5][C:6]([CH:8]1[C:17]2[C:12](=[CH:13][CH:14]=[CH:15][CH:16]=2)[C:11](=[O:18])[N:10]([CH:19]2[CH2:24][CH2:23][CH2:22][CH2:21][CH:20]2[NH:25][S:26]([CH3:29])(=[O:28])=[O:27])[CH:9]1[C:30]1[CH:35]=[CH:34][C:33]([Cl:36])=[CH:32][C:31]=1[Cl:37])=[O:7])#[N:2].[NH2:38][OH:39]. Given the product [NH2:2][C:1](=[N:38][OH:39])[CH2:3][O:4][NH:5][C:6]([CH:8]1[C:17]2[C:12](=[CH:13][CH:14]=[CH:15][CH:16]=2)[C:11](=[O:18])[N:10]([CH:19]2[CH2:24][CH2:23][CH2:22][CH2:21][CH:20]2[NH:25][S:26]([CH3:29])(=[O:28])=[O:27])[CH:9]1[C:30]1[CH:35]=[CH:34][C:33]([Cl:36])=[CH:32][C:31]=1[Cl:37])=[O:7], predict the reactants needed to synthesize it. (3) Given the product [OH:42][CH2:41][C@@H:38]([NH:37][C:27](=[O:28])[O:29][CH2:30][C:31]1[CH:36]=[CH:35][CH:34]=[CH:33][CH:32]=1)[C:39]([NH:1][C:2]1[CH:7]=[CH:6][C:5]([C:8]2[CH:13]=[CH:12][N:11]=[C:10]([NH:14][C:15]3[CH:16]=[CH:17][C:18]([N:21]4[CH2:22][CH2:23][O:24][CH2:25][CH2:26]4)=[CH:19][CH:20]=3)[N:9]=2)=[CH:4][CH:3]=1)=[O:40], predict the reactants needed to synthesize it. The reactants are: [NH2:1][C:2]1[CH:7]=[CH:6][C:5]([C:8]2[CH:13]=[CH:12][N:11]=[C:10]([NH:14][C:15]3[CH:20]=[CH:19][C:18]([N:21]4[CH2:26][CH2:25][O:24][CH2:23][CH2:22]4)=[CH:17][CH:16]=3)[N:9]=2)=[CH:4][CH:3]=1.[C:27]([NH:37][C@@H:38]([C:41](O)=[O:42])[CH2:39][OH:40])([O:29][CH2:30][C:31]1[CH:36]=[CH:35][CH:34]=[CH:33][CH:32]=1)=[O:28].CCN(C(C)C)C(C)C.CN(C(ON1N=NC2C=CC=NC1=2)=[N+](C)C)C.F[P-](F)(F)(F)(F)F.